From a dataset of Reaction yield outcomes from USPTO patents with 853,638 reactions. Predict the reaction yield, written as a fraction of the theoretical maximum amount of product (1.0 means a 100% yield; for example, 0.34 means a 34% yield). (1) The reactants are [C:1]([O:5][C:6]([N:8]1[CH2:13][CH2:12][CH:11]([C:14]2[CH:19]=[CH:18][C:17]([NH2:20])=[C:16](Br)[N:15]=2)[CH2:10][CH2:9]1)=[O:7])([CH3:4])([CH3:3])[CH3:2].[CH3:22]CO.C([O-])([O-])=O.[Na+].[Na+].[C:31]1([CH3:37])[CH:36]=[CH:35][CH:34]=[CH:33][CH:32]=1. The catalyst is CCOC(C)=O.C1C=CC([P]([Pd]([P](C2C=CC=CC=2)(C2C=CC=CC=2)C2C=CC=CC=2)([P](C2C=CC=CC=2)(C2C=CC=CC=2)C2C=CC=CC=2)[P](C2C=CC=CC=2)(C2C=CC=CC=2)C2C=CC=CC=2)(C2C=CC=CC=2)C2C=CC=CC=2)=CC=1. The product is [C:1]([O:5][C:6]([N:8]1[CH2:13][CH2:12][CH:11]([C:14]2[CH:19]=[CH:18][C:17]([NH2:20])=[C:16]([C:34]3[CH2:35][CH2:36][C:31]([CH3:22])([CH3:37])[CH2:32][CH:33]=3)[N:15]=2)[CH2:10][CH2:9]1)=[O:7])([CH3:4])([CH3:3])[CH3:2]. The yield is 0.660. (2) The reactants are [F:1][C:2]1[C:3]([C:20]2[CH:25]=[CH:24][CH:23]=[C:22]([O:26][C:27]3[S:28][CH:29]=[CH:30][N:31]=3)[CH:21]=2)=[CH:4][C:5](=[O:19])[N:6]([CH2:8][CH2:9][C@@:10]([CH3:18])([S:14]([CH3:17])(=[O:16])=[O:15])[C:11]([OH:13])=O)[CH:7]=1.FC1C(C2C=CC(N3N=CC=N3)=CC=2)=CC(=O)N(CC[C@@](C)(S(C)(=O)=O)C([NH:44][O:45][CH:46]2[CH2:51][CH2:50][CH2:49][CH2:48][O:47]2)=O)C=1. No catalyst specified. The product is [F:1][C:2]1[C:3]([C:20]2[CH:25]=[CH:24][CH:23]=[C:22]([O:26][C:27]3[S:28][CH:29]=[CH:30][N:31]=3)[CH:21]=2)=[CH:4][C:5](=[O:19])[N:6]([CH2:8][CH2:9][C@@:10]([CH3:18])([S:14]([CH3:17])(=[O:16])=[O:15])[C:11]([NH:44][O:45][CH:46]2[CH2:51][CH2:50][CH2:49][CH2:48][O:47]2)=[O:13])[CH:7]=1. The yield is 0.658. (3) The reactants are [CH3:1][O:2][C:3]1[CH:12]=[C:11]2[C:6]([C:7]([CH2:13][C:14](=[N:21][NH2:22])[C:15]3[CH:20]=[CH:19][CH:18]=[CH:17][N:16]=3)=[CH:8][CH:9]=[N:10]2)=[CH:5][CH:4]=1.[Cl:23][CH2:24][CH2:25][CH2:26][CH2:27][CH2:28][C:29](Cl)=[O:30]. No catalyst specified. The product is [CH3:1][O:2][C:3]1[CH:12]=[C:11]2[C:6]([C:7]([CH2:13][C:14](=[N:21][NH:22][C:29](=[O:30])[CH2:28][CH2:27][CH2:26][CH2:25][CH2:24][Cl:23])[C:15]3[CH:20]=[CH:19][CH:18]=[CH:17][N:16]=3)=[CH:8][CH:9]=[N:10]2)=[CH:5][CH:4]=1. The yield is 0.900. (4) The reactants are [C:1]([OH:24])(=O)[CH2:2][CH2:3]/[CH:4]=[CH:5]\[CH2:6]/[CH:7]=[CH:8]\[CH2:9]/[CH:10]=[CH:11]\[CH2:12]/[CH:13]=[CH:14]\[CH2:15]/[CH:16]=[CH:17]\[CH2:18]/[CH:19]=[CH:20]\[CH2:21][CH3:22].C(Cl)(=O)C([Cl:28])=O. The catalyst is C(Cl)Cl.CN(C=O)C. The product is [C:1]([Cl:28])(=[O:24])[CH2:2][CH2:3]/[CH:4]=[CH:5]\[CH2:6]/[CH:7]=[CH:8]\[CH2:9]/[CH:10]=[CH:11]\[CH2:12]/[CH:13]=[CH:14]\[CH2:15]/[CH:16]=[CH:17]\[CH2:18]/[CH:19]=[CH:20]\[CH2:21][CH3:22]. The yield is 1.00.